Dataset: Catalyst prediction with 721,799 reactions and 888 catalyst types from USPTO. Task: Predict which catalyst facilitates the given reaction. (1) The catalyst class is: 33. Product: [Br:1][C:2]1[CH:3]=[C:4]2[C:9](=[CH:10][CH:11]=1)[N:8]=[CH:7][N:6]([C:12]1[CH:13]=[C:14]([CH:19]=[CH:20][C:21]=1[CH3:22])[C:15]([OH:17])=[O:16])[C:5]2=[O:23]. Reactant: [Br:1][C:2]1[CH:3]=[C:4]2[C:9](=[CH:10][CH:11]=1)[N:8]=[CH:7][N:6]([C:12]1[CH:13]=[C:14]([CH:19]=[CH:20][C:21]=1[CH3:22])[C:15]([O:17]C)=[O:16])[C:5]2=[O:23]. (2) Reactant: [CH3:1][C:2]1([CH3:20])[CH:11]([C:12](=O)[C:13]([O:15][CH2:16][CH3:17])=[O:14])[C:10](=O)[C:9]2[C:4](=[CH:5][CH:6]=[CH:7][CH:8]=2)[O:3]1.[CH3:21][NH:22][NH2:23]. Product: [CH3:21][N:22]1[C:10]2[C:9]3[CH:8]=[CH:7][CH:6]=[CH:5][C:4]=3[O:3][C:2]([CH3:20])([CH3:1])[C:11]=2[C:12]([C:13]([O:15][CH2:16][CH3:17])=[O:14])=[N:23]1. The catalyst class is: 15. (3) Reactant: [NH:1]1[CH2:5][CH2:4][CH:3]([C:6]2[CH:7]=[N:8][CH:9]=[CH:10][CH:11]=2)[CH2:2]1.CN(C(ON1N=NC2C=CC=CC1=2)=[N+](C)C)C.[B-](F)(F)(F)F.C(N(C(C)C)C(C)C)C.[CH3:43][C:44]1[CH:49]=[CH:48][C:47]([C:50]2[C:54]([C:55](O)=[O:56])=[CH:53][O:52][N:51]=2)=[CH:46][CH:45]=1. Product: [CH3:43][C:44]1[CH:45]=[CH:46][C:47]([C:50]2[C:54]([C:55]([N:1]3[CH2:5][CH2:4][CH:3]([C:6]4[CH:7]=[N:8][CH:9]=[CH:10][CH:11]=4)[CH2:2]3)=[O:56])=[CH:53][O:52][N:51]=2)=[CH:48][CH:49]=1. The catalyst class is: 3. (4) Reactant: [Cl:1][C:2]1[N:7]=[CH:6][C:5]([S:8]([NH:11][CH:12]2[CH2:16][CH2:15][CH2:14][CH2:13]2)(=[O:10])=[O:9])=[CH:4][CH:3]=1.Br[CH2:18][C:19]([O:21][CH3:22])=[O:20].C([O-])([O-])=O.[K+].[K+]. Product: [Cl:1][C:2]1[N:7]=[CH:6][C:5]([S:8]([N:11]([CH:12]2[CH2:16][CH2:15][CH2:14][CH2:13]2)[CH2:18][C:19]([O:21][CH3:22])=[O:20])(=[O:10])=[O:9])=[CH:4][CH:3]=1. The catalyst class is: 23. (5) Reactant: [NH2:1][CH2:2][CH2:3][CH2:4][C:5]1[CH:6]=[CH:7][C:8]2[C:9]3[N:18]([CH2:19][CH:20]4[CH2:25][CH2:24][O:23][CH2:22][CH2:21]4)[C:17]([CH2:26][CH3:27])=[N:16][C:10]=3[C:11]([NH2:15])=[N:12][C:13]=2[CH:14]=1.C(N(CC)CC)C.[CH:35]([N:38]=[C:39]=[O:40])([CH3:37])[CH3:36].C(=O)([O-])[O-].[Na+].[Na+]. Product: [NH2:15][C:11]1[C:10]2[N:16]=[C:17]([CH2:26][CH3:27])[N:18]([CH2:19][CH:20]3[CH2:21][CH2:22][O:23][CH2:24][CH2:25]3)[C:9]=2[C:8]2[CH:7]=[CH:6][C:5]([CH2:4][CH2:3][CH2:2][NH:1][C:39]([NH:38][CH:35]([CH3:37])[CH3:36])=[O:40])=[CH:14][C:13]=2[N:12]=1. The catalyst class is: 4. (6) Reactant: [F:1][C:2]1([F:23])[CH2:7][CH2:6][CH:5]([NH:8][C:9]2[CH:19]=[CH:18][C:12]([C:13]([O:15][CH2:16][CH3:17])=[O:14])=[CH:11][C:10]=2[N+:20]([O-])=O)[CH2:4][CH2:3]1.[H][H]. Product: [NH2:20][C:10]1[CH:11]=[C:12]([CH:18]=[CH:19][C:9]=1[NH:8][CH:5]1[CH2:4][CH2:3][C:2]([F:1])([F:23])[CH2:7][CH2:6]1)[C:13]([O:15][CH2:16][CH3:17])=[O:14]. The catalyst class is: 723. (7) Reactant: Br[C:2]1[CH:7]=[C:6]([NH:8][C:9](=[O:18])[C:10]2[C:15]([Cl:16])=[CH:14][CH:13]=[CH:12][C:11]=2[Cl:17])[CH:5]=[CH:4][N:3]=1.[CH3:19][N:20]1[CH:24]=[CH:23][C:22]([NH2:25])=[N:21]1.CC1(C)C2C(=C(P(C3C=CC=CC=3)C3C=CC=CC=3)C=CC=2)OC2C(P(C3C=CC=CC=3)C3C=CC=CC=3)=CC=CC1=2.C([O-])([O-])=O.[Cs+].[Cs+]. Product: [Cl:17][C:11]1[CH:12]=[CH:13][CH:14]=[C:15]([Cl:16])[C:10]=1[C:9]([NH:8][C:6]1[CH:5]=[CH:4][N:3]=[C:2]([NH:25][C:22]2[CH:23]=[CH:24][N:20]([CH3:19])[N:21]=2)[CH:7]=1)=[O:18]. The catalyst class is: 102. (8) Reactant: C[O:2][C:3](=[O:28])[C:4]1[CH:9]=[CH:8][CH:7]=[C:6](/[CH:10]=[C:11]2\[CH:12]=[C:13]([C:21]3[CH:26]=[CH:25][CH:24]=[C:23]([OH:27])[CH:22]=3)[CH:14]([CH2:17][N:18]([CH3:20])[CH3:19])[CH2:15][CH2:16]\2)[CH:5]=1.[OH-].[K+].Cl. Product: [CH3:19][N:18]([CH2:17][CH:14]1[CH2:15][CH2:16]/[C:11](=[CH:10]/[C:6]2[CH:5]=[C:4]([CH:9]=[CH:8][CH:7]=2)[C:3]([OH:28])=[O:2])/[CH:12]=[C:13]1[C:21]1[CH:26]=[CH:25][CH:24]=[C:23]([OH:27])[CH:22]=1)[CH3:20]. The catalyst class is: 5.